This data is from CYP3A4 inhibition data for predicting drug metabolism from PubChem BioAssay. The task is: Regression/Classification. Given a drug SMILES string, predict its absorption, distribution, metabolism, or excretion properties. Task type varies by dataset: regression for continuous measurements (e.g., permeability, clearance, half-life) or binary classification for categorical outcomes (e.g., BBB penetration, CYP inhibition). Dataset: cyp3a4_veith. (1) The compound is CCOC(=O)c1c(NC(=O)Cn2cc([N+](=O)[O-])cn2)sc2c1CCC2. The result is 1 (inhibitor). (2) The result is 0 (non-inhibitor). The compound is Cc1ccc(NC(=O)c2cc(NC(=O)CCC(=O)O)ccc2N2CCCCC2)cc1. (3) The compound is N[C@@H](C(=O)O)[C@H](CC(=O)O)c1ccc(Cl)cc1. The result is 0 (non-inhibitor). (4) The molecule is CO[C@]1(NC(=O)Cc2cccs2)C(=O)N2C(C(=O)[O-])=C(COC(N)=O)CS[C@H]21.[Na+]. The result is 0 (non-inhibitor).